Dataset: Full USPTO retrosynthesis dataset with 1.9M reactions from patents (1976-2016). Task: Predict the reactants needed to synthesize the given product. Given the product [F:1][C:2]1[CH:33]=[CH:32][C:5]([CH2:6][N:7]2[C:15]3[CH:14]=[CH:13][CH:12]=[CH:11][C:10]=3[C:9]3[CH2:16][CH:17]4[C:22](=[O:23])[N:21]([CH2:24][CH2:25][CH2:26][C:27]([OH:29])=[O:28])[C:20](=[O:31])[N:18]4[CH2:19][C:8]2=3)=[CH:4][CH:3]=1, predict the reactants needed to synthesize it. The reactants are: [F:1][C:2]1[CH:33]=[CH:32][C:5]([CH2:6][N:7]2[C:15]3[CH:14]=[CH:13][CH:12]=[CH:11][C:10]=3[C:9]3[CH2:16][CH:17]4[C:22](=[O:23])[N:21]([CH2:24][CH2:25][CH2:26][C:27]([O:29]C)=[O:28])[C:20](=[O:31])[N:18]4[CH2:19][C:8]2=3)=[CH:4][CH:3]=1.O[Li].O.